From a dataset of TCR-epitope binding with 47,182 pairs between 192 epitopes and 23,139 TCRs. Binary Classification. Given a T-cell receptor sequence (or CDR3 region) and an epitope sequence, predict whether binding occurs between them. Result: 1 (the TCR binds to the epitope). The epitope is YLQPRTFLL. The TCR CDR3 sequence is CAGGVNPNTGELFF.